Regression. Given a peptide amino acid sequence and an MHC pseudo amino acid sequence, predict their binding affinity value. This is MHC class II binding data. From a dataset of Peptide-MHC class II binding affinity with 134,281 pairs from IEDB. The binding affinity (normalized) is 0.773. The peptide sequence is EKKYFAATQFSPLAA. The MHC is HLA-DPA10201-DPB11401 with pseudo-sequence HLA-DPA10201-DPB11401.